Dataset: Catalyst prediction with 721,799 reactions and 888 catalyst types from USPTO. Task: Predict which catalyst facilitates the given reaction. (1) Reactant: [Cl:1][C:2]1[C:10]([N+:11]([O-])=O)=[CH:9][CH:8]=[CH:7][C:3]=1[C:4]([OH:6])=[O:5].[N+]([C:17]1C=CC=C[C:18]=1C(O)=O)([O-])=O.[NH4+].[Cl-]. Product: [Cl:1][C:2]1[C:3]([C:4]([OH:6])=[O:5])=[CH:7][CH:8]=[C:9]2[C:10]=1[NH:11][CH:18]=[CH:17]2. The catalyst class is: 1. (2) Reactant: Br[C:2]1[C:3]([NH2:9])=[N:4][CH:5]=[C:6]([Br:8])[N:7]=1.CC1(C)C(C)(C)OB([C:18]2[CH2:23][CH2:22][N:21]([C:24]([O:26][C:27]([CH3:30])([CH3:29])[CH3:28])=[O:25])[CH2:20][CH:19]=2)O1.COCOC.C(=O)([O-])[O-].[Na+].[Na+].O. Product: [C:27]([O:26][C:24]([N:21]1[CH2:20][CH:19]=[C:18]([C:2]2[C:3]([NH2:9])=[N:4][CH:5]=[C:6]([Br:8])[N:7]=2)[CH2:23][CH2:22]1)=[O:25])([CH3:30])([CH3:28])[CH3:29]. The catalyst class is: 73. (3) Reactant: C(O)C.[O-]CC.[Na+].C(O)C.[F:11][C:12]1[CH:17]=[C:16]([CH3:18])[C:15]([S:19][CH2:20][C:21]([F:24])([F:23])[F:22])=[CH:14][C:13]=1[NH:25][NH2:26].[C:27](OCC)(=[O:35])/[CH:28]=[CH:29]\[C:30]([O:32][CH2:33][CH3:34])=[O:31]. Product: [F:11][C:12]1[CH:17]=[C:16]([CH3:18])[C:15]([S:19][CH2:20][C:21]([F:23])([F:24])[F:22])=[CH:14][C:13]=1[N:25]1[C:29]([C:30]([O:32][CH2:33][CH3:34])=[O:31])=[CH:28][C:27]([OH:35])=[N:26]1. The catalyst class is: 15.